Dataset: Full USPTO retrosynthesis dataset with 1.9M reactions from patents (1976-2016). Task: Predict the reactants needed to synthesize the given product. (1) Given the product [Cl:19][C:20]1[CH:21]=[C:22]([CH:25]=[CH:26][CH:27]=1)[CH2:23][NH:24][CH:16]1[C:9]2[C:10](=[CH:11][C:12]3[CH:13]4[CH2:1][CH2:2][CH2:3][CH:4]4[C:5](=[O:18])[NH:6][C:7]=3[CH:8]=2)[CH2:14][CH2:15]1, predict the reactants needed to synthesize it. The reactants are: [CH2:1]1[CH:13]2[CH:4]([C:5](=[O:18])[NH:6][C:7]3[CH:8]=[C:9]4[C:16](=O)[CH2:15][CH2:14][C:10]4=[CH:11][C:12]=32)[CH2:3][CH2:2]1.[Cl:19][C:20]1[CH:21]=[C:22]([CH:25]=[CH:26][CH:27]=1)[CH2:23][NH2:24].C(O[BH-](OC(=O)C)OC(=O)C)(=O)C.[Na+].C(O)(=O)C. (2) Given the product [N:15]1([CH2:14][C:10]2[CH:9]=[C:8]([NH2:7])[CH:13]=[CH:12][N:11]=2)[CH2:20][CH2:19][O:18][CH2:17][CH2:16]1, predict the reactants needed to synthesize it. The reactants are: C(OC(=O)[NH:7][C:8]1[CH:13]=[CH:12][N:11]=[C:10]([CH2:14][N:15]2[CH2:20][CH2:19][O:18][CH2:17][CH2:16]2)[CH:9]=1)(C)(C)C.C(O)(C(F)(F)F)=O. (3) Given the product [F:23][C:24]1[CH:25]=[C:26]([CH2:31][C:32]([N:3]2[C:11]3[C:6](=[CH:7][C:8]([C:12]4[C:20]5[C:19]([NH2:21])=[N:18][CH:17]=[N:16][C:15]=5[N:14]([CH3:22])[CH:13]=4)=[CH:9][CH:10]=3)[CH2:5][CH2:4]2)=[O:33])[CH:27]=[C:28]([F:30])[CH:29]=1, predict the reactants needed to synthesize it. The reactants are: Cl.Cl.[NH:3]1[C:11]2[C:6](=[CH:7][C:8]([C:12]3[C:20]4[C:19]([NH2:21])=[N:18][CH:17]=[N:16][C:15]=4[N:14]([CH3:22])[CH:13]=3)=[CH:9][CH:10]=2)[CH2:5][CH2:4]1.[F:23][C:24]1[CH:25]=[C:26]([CH2:31][C:32](O)=[O:33])[CH:27]=[C:28]([F:30])[CH:29]=1.CN(C(ON1N=NC2C=CC=NC1=2)=[N+](C)C)C.F[P-](F)(F)(F)(F)F.CCN(C(C)C)C(C)C.